This data is from NCI-60 drug combinations with 297,098 pairs across 59 cell lines. The task is: Regression. Given two drug SMILES strings and cell line genomic features, predict the synergy score measuring deviation from expected non-interaction effect. (1) Drug 1: CC(C1=C(C=CC(=C1Cl)F)Cl)OC2=C(N=CC(=C2)C3=CN(N=C3)C4CCNCC4)N. Drug 2: CC1C(C(CC(O1)OC2CC(CC3=C2C(=C4C(=C3O)C(=O)C5=C(C4=O)C(=CC=C5)OC)O)(C(=O)CO)O)N)O.Cl. Cell line: SNB-19. Synergy scores: CSS=32.8, Synergy_ZIP=-2.03, Synergy_Bliss=-5.12, Synergy_Loewe=-11.7, Synergy_HSA=-4.01. (2) Drug 1: C1=NC2=C(N=C(N=C2N1C3C(C(C(O3)CO)O)O)F)N. Drug 2: COC1=NC(=NC2=C1N=CN2C3C(C(C(O3)CO)O)O)N. Cell line: NCI-H322M. Synergy scores: CSS=-12.2, Synergy_ZIP=4.29, Synergy_Bliss=-1.53, Synergy_Loewe=-7.97, Synergy_HSA=-8.56. (3) Drug 1: C1=CN(C(=O)N=C1N)C2C(C(C(O2)CO)O)O.Cl. Drug 2: C1=NNC2=C1C(=O)NC=N2. Cell line: SW-620. Synergy scores: CSS=30.9, Synergy_ZIP=-3.32, Synergy_Bliss=0.149, Synergy_Loewe=-29.4, Synergy_HSA=-0.895. (4) Drug 1: CC1=C2C(C(=O)C3(C(CC4C(C3C(C(C2(C)C)(CC1OC(=O)C(C(C5=CC=CC=C5)NC(=O)OC(C)(C)C)O)O)OC(=O)C6=CC=CC=C6)(CO4)OC(=O)C)OC)C)OC. Drug 2: CC1CCCC2(C(O2)CC(NC(=O)CC(C(C(=O)C(C1O)C)(C)C)O)C(=CC3=CSC(=N3)C)C)C. Cell line: UACC-257. Synergy scores: CSS=21.7, Synergy_ZIP=-0.794, Synergy_Bliss=-2.44, Synergy_Loewe=-5.02, Synergy_HSA=-2.65. (5) Drug 1: CNC(=O)C1=CC=CC=C1SC2=CC3=C(C=C2)C(=NN3)C=CC4=CC=CC=N4. Drug 2: CN(CCCl)CCCl.Cl. Cell line: PC-3. Synergy scores: CSS=12.3, Synergy_ZIP=-2.56, Synergy_Bliss=0.216, Synergy_Loewe=-8.35, Synergy_HSA=-2.14.